Task: Regression. Given two drug SMILES strings and cell line genomic features, predict the synergy score measuring deviation from expected non-interaction effect.. Dataset: Merck oncology drug combination screen with 23,052 pairs across 39 cell lines (1) Drug 1: CS(=O)(=O)CCNCc1ccc(-c2ccc3ncnc(Nc4ccc(OCc5cccc(F)c5)c(Cl)c4)c3c2)o1. Drug 2: CCC1(O)C(=O)OCc2c1cc1n(c2=O)Cc2cc3c(CN(C)C)c(O)ccc3nc2-1. Cell line: SKMEL30. Synergy scores: synergy=5.94. (2) Drug 1: NC1(c2ccc(-c3nc4ccn5c(=O)[nH]nc5c4cc3-c3ccccc3)cc2)CCC1. Drug 2: CNC(=O)c1cc(Oc2ccc(NC(=O)Nc3ccc(Cl)c(C(F)(F)F)c3)cc2)ccn1. Cell line: OVCAR3. Synergy scores: synergy=-12.5. (3) Drug 1: NC(=O)c1cccc2cn(-c3ccc(C4CCCNC4)cc3)nc12. Drug 2: CC(C)CC(NC(=O)C(Cc1ccccc1)NC(=O)c1cnccn1)B(O)O. Cell line: RKO. Synergy scores: synergy=8.15. (4) Drug 1: CCC1=CC2CN(C1)Cc1c([nH]c3ccccc13)C(C(=O)OC)(c1cc3c(cc1OC)N(C)C1C(O)(C(=O)OC)C(OC(C)=O)C4(CC)C=CCN5CCC31C54)C2. Drug 2: CC(C)CC(NC(=O)C(Cc1ccccc1)NC(=O)c1cnccn1)B(O)O. Cell line: OCUBM. Synergy scores: synergy=-34.4. (5) Drug 2: CC1(c2nc3c(C(N)=O)cccc3[nH]2)CCCN1. Cell line: A2058. Drug 1: CN1C(=O)C=CC2(C)C3CCC4(C)C(NC(=O)OCC(F)(F)F)CCC4C3CCC12. Synergy scores: synergy=5.86. (6) Drug 1: O=P1(N(CCCl)CCCl)NCCCO1. Drug 2: CNC(=O)c1cc(Oc2ccc(NC(=O)Nc3ccc(Cl)c(C(F)(F)F)c3)cc2)ccn1. Cell line: HT29. Synergy scores: synergy=3.52.